Dataset: NCI-60 drug combinations with 297,098 pairs across 59 cell lines. Task: Regression. Given two drug SMILES strings and cell line genomic features, predict the synergy score measuring deviation from expected non-interaction effect. (1) Drug 1: CC1C(C(CC(O1)OC2CC(CC3=C2C(=C4C(=C3O)C(=O)C5=C(C4=O)C(=CC=C5)OC)O)(C(=O)C)O)N)O.Cl. Drug 2: C1C(C(OC1N2C=C(C(=O)NC2=O)F)CO)O. Cell line: M14. Synergy scores: CSS=12.2, Synergy_ZIP=-9.19, Synergy_Bliss=-7.21, Synergy_Loewe=-12.7, Synergy_HSA=-5.84. (2) Cell line: 786-0. Drug 1: C1CCC(CC1)NC(=O)N(CCCl)N=O. Drug 2: CC1C(C(CC(O1)OC2CC(CC3=C2C(=C4C(=C3O)C(=O)C5=CC=CC=C5C4=O)O)(C(=O)C)O)N)O. Synergy scores: CSS=29.9, Synergy_ZIP=1.02, Synergy_Bliss=-1.49, Synergy_Loewe=-30.0, Synergy_HSA=-0.980.